From a dataset of Full USPTO retrosynthesis dataset with 1.9M reactions from patents (1976-2016). Predict the reactants needed to synthesize the given product. (1) Given the product [C:5](/[C:4](=[C:16](\[C:17]1[C:18]([NH:19][C:14]([O:13][CH2:11][CH3:12])=[O:15])=[CH:20][C:21]2[C:26](=[CH:25][CH:24]=[CH:23][CH:22]=2)[CH:27]=1)/[OH:28])/[C:3]([O:9][CH3:10])=[O:8])(=[O:6])[CH3:7], predict the reactants needed to synthesize it. The reactants are: [H-].[Na+].[C:3]([O:9][CH3:10])(=[O:8])[CH2:4][C:5]([CH3:7])=[O:6].[CH2:11]([O:13][C:14]1[O:15][C:16](=[O:28])[C:17]2[CH:27]=[C:26]3[C:21]([CH:22]=[CH:23][CH:24]=[CH:25]3)=[CH:20][C:18]=2[N:19]=1)[CH3:12]. (2) Given the product [C:12]([O:11][C:9](=[O:10])[NH:18][CH2:17][CH2:16][NH2:19])([CH3:13])([CH3:14])[CH3:15], predict the reactants needed to synthesize it. The reactants are: [C:9](O[C:9]([O:11][C:12]([CH3:15])([CH3:14])[CH3:13])=[O:10])([O:11][C:12]([CH3:15])([CH3:14])[CH3:13])=[O:10].[CH2:16]([NH2:19])[CH2:17][NH2:18]. (3) Given the product [OH:23][CH2:17][C:18]12[O:22][CH:21]([CH:20]=[CH:19]1)[CH:5]1[CH:6]2[C:2](=[O:1])[N:3]([CH2:8][CH2:9][CH2:10][O:11][C:12](=[O:16])[C:13]([CH3:15])=[CH2:14])[C:4]1=[O:7], predict the reactants needed to synthesize it. The reactants are: [O:1]=[C:2]1[CH:6]=[CH:5][C:4](=[O:7])[N:3]1[CH2:8][CH2:9][CH2:10][O:11][C:12](=[O:16])[C:13]([CH3:15])=[CH2:14].[CH2:17]([OH:23])[C:18]1[O:22][CH:21]=[CH:20][CH:19]=1. (4) Given the product [CH:1]1([C:4]2[CH:5]=[C:6]([CH:21]=[O:25])[C:7]([O:18][CH2:19][CH3:20])=[C:8]([C:26]#[N:27])[C:9]=2[C:10]2[CH:15]=[CH:14][C:13]([F:16])=[CH:12][CH:11]=2)[CH2:3][CH2:2]1, predict the reactants needed to synthesize it. The reactants are: [CH:1]1([C:4]2[C:9]([C:10]3[CH:15]=[CH:14][C:13]([F:16])=[CH:12][CH:11]=3)=[C:8](I)[C:7]([O:18][CH2:19][CH3:20])=[C:6]([CH:21]3[O:25]CCO3)[CH:5]=2)[CH2:3][CH2:2]1.[CH3:26][N:27](C=O)C. (5) Given the product [CH3:26][C:22]([N:12]1[CH:13]=[C:9]([B:4]2[O:5][C:6]([CH3:7])([CH3:8])[C:2]([CH3:14])([CH3:1])[O:3]2)[CH:10]=[N:11]1)([CH3:27])[C:23]([NH2:25])=[O:24], predict the reactants needed to synthesize it. The reactants are: [CH3:1][C:2]1([CH3:14])[C:6]([CH3:8])([CH3:7])[O:5][B:4]([C:9]2[CH:10]=[N:11][NH:12][CH:13]=2)[O:3]1.C(=O)([O-])[O-].[Cs+].[Cs+].Br[C:22]([CH3:27])([CH3:26])[C:23]([NH2:25])=[O:24]. (6) Given the product [C:1]([O:5][C:6](=[O:13])[NH:7][C:8]([CH3:12])([CH3:11])[CH:9]=[O:10])([CH3:4])([CH3:2])[CH3:3], predict the reactants needed to synthesize it. The reactants are: [C:1]([O:5][C:6](=[O:13])[NH:7][C:8]([CH3:12])([CH3:11])[CH2:9][OH:10])([CH3:4])([CH3:3])[CH3:2].C(N(CC)CC)C.O. (7) Given the product [CH2:22]([O:21][C:17]1[CH:16]=[CH:15][C:14]2=[N:13][C:12]([C:4]3[CH:5]=[CH:6][C:7]([C:8]([F:11])([F:10])[F:9])=[C:2]([CH:3]=3)[C:24]#[N:25])=[CH:20][N:19]2[N:18]=1)[CH3:23], predict the reactants needed to synthesize it. The reactants are: Br[C:2]1[CH:3]=[C:4]([C:12]2[N:13]=[C:14]3[N:19]([CH:20]=2)[N:18]=[C:17]([O:21][CH2:22][CH3:23])[CH:16]=[CH:15]3)[CH:5]=[CH:6][C:7]=1[C:8]([F:11])([F:10])[F:9].[C:24]([Cu])#[N:25].